This data is from Forward reaction prediction with 1.9M reactions from USPTO patents (1976-2016). The task is: Predict the product of the given reaction. (1) Given the reactants FC1C=CC(C(CN2C(C)=CN=C2)C[C:10]2[CH:19]=[CH:18][C:13]([C:14]([O:16]C)=[O:15])=[C:12]([C:20]3[CH:25]=[CH:24][CH:23]=[CH:22][CH:21]=3)[CH:11]=2)=CC=1.[OH-].[Na+], predict the reaction product. The product is: [C:20]1([C:12]2[CH:11]=[CH:10][CH:19]=[CH:18][C:13]=2[C:14]([OH:16])=[O:15])[CH:21]=[CH:22][CH:23]=[CH:24][CH:25]=1. (2) Given the reactants [H-].[H-].[H-].[H-].[Li+].[Al+3].C(O[C:12](=O)[N:13](C)[CH2:14][C:15]1([C:21]2[CH:26]=[CH:25][C:24]([O:27][CH2:28][CH2:29][CH2:30][N:31]3[CH2:35][CH2:34][CH2:33][CH2:32]3)=[CH:23][CH:22]=2)[CH2:20][CH2:19][O:18][CH2:17][CH2:16]1)(C)(C)C, predict the reaction product. The product is: [CH3:12][NH:13][CH2:14][C:15]1([C:21]2[CH:26]=[CH:25][C:24]([O:27][CH2:28][CH2:29][CH2:30][N:31]3[CH2:35][CH2:34][CH2:33][CH2:32]3)=[CH:23][CH:22]=2)[CH2:20][CH2:19][O:18][CH2:17][CH2:16]1. (3) Given the reactants [NH2:1][C@H:2]([C:34]1[CH:39]=[CH:38][CH:37]=[CH:36][CH:35]=1)[C:3]([NH:5][C:6]1[CH:11]=[C:10]([N:12]2[C:16](=[O:17])[C:15]([CH3:19])([CH3:18])[N:14]([CH2:20][C:21]3[CH:26]=[CH:25][N:24]=[C:23](Cl)[CH:22]=3)[C:13]2=[O:28])[CH:9]=[CH:8][C:7]=1[O:29][C:30]([F:33])([F:32])[F:31])=[O:4].[NH2:40][C:41]1[CH:42]=[N:43][CH:44]=[CH:45][CH:46]=1.CC1(C)C2C=CC(P(C3C=CC=CC=3)C3C=CC=CC=3)=CC=2OC2C1=CC=C(P(C1C=CC=CC=1)C1C=CC=CC=1)C=2.C(=O)([O-])[O-].[Cs+].[Cs+], predict the reaction product. The product is: [NH2:1][C@H:2]([C:34]1[CH:39]=[CH:38][CH:37]=[CH:36][CH:35]=1)[C:3]([NH:5][C:6]1[CH:11]=[C:10]([N:12]2[C:16](=[O:17])[C:15]([CH3:19])([CH3:18])[N:14]([CH2:20][C:21]3[CH:26]=[CH:25][N:24]=[C:23]([NH:40][C:41]4[CH:42]=[N:43][CH:44]=[CH:45][CH:46]=4)[CH:22]=3)[C:13]2=[O:28])[CH:9]=[CH:8][C:7]=1[O:29][C:30]([F:33])([F:32])[F:31])=[O:4]. (4) Given the reactants [CH3:1][C:2]([NH:14][CH2:15][CH:16]([C:18]1[C:27]2[O:26][CH2:25][C:24](=[O:28])[NH:23][C:22]=2[CH:21]=[C:20]([O:29]CC2C=CC=CC=2)[CH:19]=1)[OH:17])([CH3:13])[CH2:3][C:4]1[C:9]([CH3:10])=[CH:8][C:7]([CH3:11])=[CH:6][C:5]=1[CH3:12], predict the reaction product. The product is: [CH3:13][C:2]([NH:14][CH2:15][CH:16]([C:18]1[C:27]2[O:26][CH2:25][C:24](=[O:28])[NH:23][C:22]=2[CH:21]=[C:20]([OH:29])[CH:19]=1)[OH:17])([CH3:1])[CH2:3][C:4]1[C:9]([CH3:10])=[CH:8][C:7]([CH3:11])=[CH:6][C:5]=1[CH3:12]. (5) Given the reactants [CH2:1]([O:5][C:6]([N:8]1[CH2:13][CH2:12][N:11]([C:14](=[O:31])[CH2:15][NH:16][C:17]([C:19]2[CH:28]=[C:27](O)[C:26]3[C:21](=[CH:22][C:23]([CH3:30])=[CH:24][CH:25]=3)[N:20]=2)=[O:18])[CH2:10][CH2:9]1)=[O:7])[CH2:2][CH2:3][CH3:4].[C:32](=O)([O-])[O-:33].[Cs+].[Cs+].[CH2:38]([O:45][C:46](=[O:49])CBr)[C:39]1[CH:44]=[CH:43][CH:42]=[CH:41][CH:40]=1, predict the reaction product. The product is: [CH2:1]([O:5][C:6]([N:8]1[CH2:13][CH2:12][N:11]([C:14](=[O:31])[CH2:15][NH:16][C:17]([C:19]2[C:28]([O:33][CH3:32])=[C:27]([C:46]([O:45][CH2:38][C:39]3[CH:44]=[CH:43][CH:42]=[CH:41][CH:40]=3)=[O:49])[C:26]3[C:21](=[CH:22][C:23]([CH3:30])=[CH:24][CH:25]=3)[N:20]=2)=[O:18])[CH2:10][CH2:9]1)=[O:7])[CH2:2][CH2:3][CH3:4]. (6) Given the reactants [Cl:1][C:2]1[CH:7]=[CH:6][CH:5]=[C:4]([Cl:8])[C:3]=1[N:9]=[C:10]=S.C([O:14][C:15](=[O:24])[C:16]1[CH:21]=[CH:20][C:19]([NH2:22])=[C:18]([NH2:23])[CH:17]=1)C.CC(C)N=C=NC(C)C, predict the reaction product. The product is: [Cl:1][C:2]1[CH:7]=[CH:6][CH:5]=[C:4]([Cl:8])[C:3]=1[NH:9][C:10]1[NH:22][C:19]2[CH:20]=[CH:21][C:16]([C:15]([OH:24])=[O:14])=[CH:17][C:18]=2[N:23]=1.